From a dataset of Forward reaction prediction with 1.9M reactions from USPTO patents (1976-2016). Predict the product of the given reaction. (1) Given the reactants [CH2:1]([N:5]([CH2:45][CH2:46][CH2:47][CH3:48])[C:6]([C:8]1[N:9]=[C:10]([C:21]2[CH:30]=[CH:29][C:24]([C:25]([O:27][CH3:28])=[O:26])=[CH:23][C:22]=2[C:31]([N:33]2[C@H:42]([CH2:43][OH:44])[CH2:41][C:40]3[C:35](=[CH:36][CH:37]=[CH:38][CH:39]=3)[CH2:34]2)=[O:32])[N:11]([CH2:13]CC2C=CC=CC=2)[CH:12]=1)=[O:7])[CH2:2][CH2:3][CH3:4].C(N(CCCC)C(C1N=C(C2C=CC(C(OC)=O)=CC=2C(O)=O)N(C)C=1)=O)CCC.[Si:79](OC[C@@H]1CC2C(=CC=CC=2)CN1)([C:82]([CH3:85])([CH3:84])[CH3:83])([CH3:81])[CH3:80], predict the reaction product. The product is: [Si:79]([O:44][CH2:43][C@@H:42]1[CH2:41][C:40]2[C:35](=[CH:36][CH:37]=[CH:38][CH:39]=2)[CH2:34][N:33]1[C:31]([C:22]1[CH:23]=[C:24]([CH:29]=[CH:30][C:21]=1[C:10]1[N:11]([CH3:13])[CH:12]=[C:8]([C:6](=[O:7])[N:5]([CH2:45][CH2:46][CH2:47][CH3:48])[CH2:1][CH2:2][CH2:3][CH3:4])[N:9]=1)[C:25]([O:27][CH3:28])=[O:26])=[O:32])([C:82]([CH3:85])([CH3:84])[CH3:83])([CH3:81])[CH3:80]. (2) Given the reactants F[C:2]1[CH:9]=[C:8]([CH3:10])[CH:7]=[CH:6][C:3]=1[C:4]#[N:5].[CH3:11][NH:12][S:13]([CH3:16])(=[O:15])=[O:14].O, predict the reaction product. The product is: [C:4]([C:3]1[CH:6]=[CH:7][C:8]([CH3:10])=[CH:9][C:2]=1[N:12]([CH3:11])[S:13]([CH3:16])(=[O:15])=[O:14])#[N:5]. (3) The product is: [CH2:2]([O:9][C:10]1[CH:15]=[CH:14][C:13]([C:21]2([OH:24])[CH2:22][CH2:23][C:18]([CH3:25])([CH3:17])[CH2:19][CH2:20]2)=[CH:12][CH:11]=1)[C:3]1[CH:8]=[CH:7][CH:6]=[CH:5][CH:4]=1. Given the reactants [Mg].[CH2:2]([O:9][C:10]1[CH:15]=[CH:14][C:13](Br)=[CH:12][CH:11]=1)[C:3]1[CH:8]=[CH:7][CH:6]=[CH:5][CH:4]=1.[CH3:17][C:18]1([CH3:25])[CH2:23][CH2:22][C:21](=[O:24])[CH2:20][CH2:19]1, predict the reaction product. (4) Given the reactants Cl[C:2]1[N:3]=[N:4][C:5](Cl)=[CH:6][C:7]=1[N:8]1[CH:12]=[C:11]([C:13]2[C:21]3[C:16](=[CH:17][C:18]([F:22])=[CH:19][CH:20]=3)[N:15]([S:23]([C:26]3[CH:31]=[CH:30][CH:29]=[CH:28][CH:27]=3)(=[O:25])=[O:24])[CH:14]=2)[CH:10]=[N:9]1, predict the reaction product. The product is: [F:22][C:18]1[CH:17]=[C:16]2[C:21]([C:13]([C:11]3[CH:10]=[N:9][N:8]([C:7]4[CH:6]=[CH:5][N:4]=[N:3][CH:2]=4)[CH:12]=3)=[CH:14][N:15]2[S:23]([C:26]2[CH:27]=[CH:28][CH:29]=[CH:30][CH:31]=2)(=[O:24])=[O:25])=[CH:20][CH:19]=1.